From a dataset of Catalyst prediction with 721,799 reactions and 888 catalyst types from USPTO. Predict which catalyst facilitates the given reaction. (1) Reactant: [C:1]([C:4]1[N:5]=[CH:6][C:7]([NH:10][C:11](=[O:16])[C:12]([CH3:15])([CH3:14])[CH3:13])=[N:8][CH:9]=1)(=[O:3])[CH3:2].O.[C:18]1(C)C=CC(S(O)(=O)=O)=CC=1.[CH:29](OC)(OC)[O:30]C. Product: [CH3:18][O:3][C:1]([C:4]1[N:5]=[CH:6][C:7]([NH:10][C:11](=[O:16])[C:12]([CH3:15])([CH3:14])[CH3:13])=[N:8][CH:9]=1)([O:30][CH3:29])[CH3:2]. The catalyst class is: 5. (2) Reactant: [F:1][C:2]([F:33])([F:32])[C:3]1[CH:4]=[C:5]([C@H:13]([O:15][C@H:16]2[CH2:24][CH2:23][C@@H:22]3[C@@H:18]([CH2:19][NH:20][CH2:21]3)[C@@H:17]2[C:25]2[CH:30]=[CH:29][C:28]([F:31])=[CH:27][CH:26]=2)[CH3:14])[CH:6]=[C:7]([C:9]([F:12])([F:11])[F:10])[CH:8]=1.C=O.[C:36]([O-])(=O)C.[Na+].[BH4-].[Na+]. Product: [F:33][C:2]([F:1])([F:32])[C:3]1[CH:4]=[C:5]([C@H:13]([O:15][C@H:16]2[CH2:24][CH2:23][C@@H:22]3[C@@H:18]([CH2:19][N:20]([CH3:36])[CH2:21]3)[C@@H:17]2[C:25]2[CH:26]=[CH:27][C:28]([F:31])=[CH:29][CH:30]=2)[CH3:14])[CH:6]=[C:7]([C:9]([F:12])([F:10])[F:11])[CH:8]=1. The catalyst class is: 24. (3) Reactant: C(O)(=O)C.[Cl:5][CH2:6][C@@H:7]1[C:15]2[C:14]3[CH:16]=[CH:17][CH:18]=[CH:19][C:13]=3[C:12]([N:20]=C(C3C=CC=CC=3)C3C=CC=CC=3)=[CH:11][C:10]=2[N:9]([C:34]([O:36][C:37]([CH3:40])([CH3:39])[CH3:38])=[O:35])[CH2:8]1. Product: [NH2:20][C:12]1[C:13]2[CH:19]=[CH:18][CH:17]=[CH:16][C:14]=2[C:15]2[C@@H:7]([CH2:6][Cl:5])[CH2:8][N:9]([C:34]([O:36][C:37]([CH3:39])([CH3:40])[CH3:38])=[O:35])[C:10]=2[CH:11]=1. The catalyst class is: 20. (4) Reactant: C(=O)([O-])[O-].[Cs+].[Cs+].[Cl:7][C:8]1[CH:13]=[CH:12][C:11]([N:14]([C:22]2[CH:27]=[CH:26][C:25]([Cl:28])=[CH:24][CH:23]=2)[C:15]2[CH:20]=[CH:19][C:18]([OH:21])=[CH:17][CH:16]=2)=[CH:10][CH:9]=1.[Br:29][CH2:30][CH2:31]Br.O. Product: [Br:29][CH2:30][CH2:31][O:21][C:18]1[CH:19]=[CH:20][C:15]([N:14]([C:22]2[CH:27]=[CH:26][C:25]([Cl:28])=[CH:24][CH:23]=2)[C:11]2[CH:12]=[CH:13][C:8]([Cl:7])=[CH:9][CH:10]=2)=[CH:16][CH:17]=1. The catalyst class is: 10. (5) Reactant: [NH2:1][C:2]1[C:3]2[C:10]([C:11]3[CH:16]=[CH:15][C:14]([O:17][C:18]4[CH:23]=[CH:22][CH:21]=[CH:20][CH:19]=4)=[CH:13][CH:12]=3)=[CH:9][N:8]([CH:24]3[CH2:29][CH2:28][C:27](=[CH:30][C:31]([OH:33])=[O:32])[CH2:26][CH2:25]3)[C:4]=2[N:5]=[CH:6][N:7]=1.[OH-].[Na+].C(O)C.O. Product: [NH2:1][C:2]1[C:3]2[C:10]([C:11]3[CH:12]=[CH:13][C:14]([O:17][C:18]4[CH:23]=[CH:22][CH:21]=[CH:20][CH:19]=4)=[CH:15][CH:16]=3)=[CH:9][N:8]([CH:24]3[CH2:25][CH2:26][CH:27]([CH2:30][C:31]([OH:33])=[O:32])[CH2:28][CH2:29]3)[C:4]=2[N:5]=[CH:6][N:7]=1. The catalyst class is: 331. (6) Reactant: [O:1]1[C:13]2[C:12]3[CH:11]=[CH:10][CH:9]=[N:8][C:7]=3[NH:6][C:5](=[O:14])[C:4]=2[CH:3]=[CH:2]1.C1C(=O)N([Br:22])C(=O)C1.CN(C=O)C. Product: [Br:22][C:2]1[O:1][C:13]2[C:12]3[CH:11]=[CH:10][CH:9]=[N:8][C:7]=3[NH:6][C:5](=[O:14])[C:4]=2[CH:3]=1. The catalyst class is: 6. (7) Reactant: [CH2:1]([O:8][C:9]([C:11]1[S:23][C:14]2[N:15]([CH:21]=O)[C:16](=[O:20])[NH:17][C:18](=[O:19])[C:13]=2[CH:12]=1)=[O:10])[C:2]1[CH:7]=[CH:6][CH:5]=[CH:4][CH:3]=1.C(=O)([O-])[O-].[Cs+].[Cs+].[CH3:30][O:31][C:32](=[O:41])[C:33]1[CH:38]=[CH:37][CH:36]=[C:35]([CH2:39]Br)[CH:34]=1.O. Product: [CH2:1]([O:8][C:9]([C:11]1[S:23][C:14]2[N:15]([CH3:21])[C:16](=[O:20])[N:17]([CH2:39][C:35]3[CH:36]=[CH:37][CH:38]=[C:33]([C:32]([O:31][CH3:30])=[O:41])[CH:34]=3)[C:18](=[O:19])[C:13]=2[CH:12]=1)=[O:10])[C:2]1[CH:3]=[CH:4][CH:5]=[CH:6][CH:7]=1. The catalyst class is: 3. (8) Reactant: Cl[C:2]1[N:11]=[C:10]([O:12][CH3:13])[C:9]2[C:4](=[C:5]([O:18][CH3:19])[C:6]([O:16][CH3:17])=[C:7]([O:14][CH3:15])[CH:8]=2)[N:3]=1.[CH2:20]([NH2:30])[C:21]1[CH:29]=[CH:28][C:27]2[O:26][CH2:25][O:24][C:23]=2[CH:22]=1.C(=O)([O-])[O-].[Na+].[Na+]. Product: [CH2:25]1[O:26][C:27]2[CH:28]=[CH:29][C:21]([CH2:20][NH:30][C:2]3[N:11]=[C:10]([O:12][CH3:13])[C:9]4[C:4](=[C:5]([O:18][CH3:19])[C:6]([O:16][CH3:17])=[C:7]([O:14][CH3:15])[CH:8]=4)[N:3]=3)=[CH:22][C:23]=2[O:24]1. The catalyst class is: 32.